Dataset: NCI-60 drug combinations with 297,098 pairs across 59 cell lines. Task: Regression. Given two drug SMILES strings and cell line genomic features, predict the synergy score measuring deviation from expected non-interaction effect. (1) Drug 1: CC(C)(C#N)C1=CC(=CC(=C1)CN2C=NC=N2)C(C)(C)C#N. Drug 2: CCCCCOC(=O)NC1=NC(=O)N(C=C1F)C2C(C(C(O2)C)O)O. Cell line: RXF 393. Synergy scores: CSS=-4.87, Synergy_ZIP=2.24, Synergy_Bliss=-3.18, Synergy_Loewe=-9.06, Synergy_HSA=-9.11. (2) Drug 1: C1C(C(OC1N2C=C(C(=O)NC2=O)F)CO)O. Drug 2: C1=NNC2=C1C(=O)NC=N2. Cell line: OVCAR-5. Synergy scores: CSS=22.5, Synergy_ZIP=-1.01, Synergy_Bliss=-1.26, Synergy_Loewe=-26.7, Synergy_HSA=0.133. (3) Drug 1: CC1CCCC2(C(O2)CC(NC(=O)CC(C(C(=O)C(C1O)C)(C)C)O)C(=CC3=CSC(=N3)C)C)C. Drug 2: CC12CCC3C(C1CCC2OP(=O)(O)O)CCC4=C3C=CC(=C4)OC(=O)N(CCCl)CCCl.[Na+]. Cell line: OVCAR-4. Synergy scores: CSS=42.1, Synergy_ZIP=-7.77, Synergy_Bliss=-9.11, Synergy_Loewe=-25.1, Synergy_HSA=-4.69. (4) Drug 1: C1CCN(CC1)CCOC2=CC=C(C=C2)C(=O)C3=C(SC4=C3C=CC(=C4)O)C5=CC=C(C=C5)O. Drug 2: CN(CCCl)CCCl.Cl. Cell line: OVCAR3. Synergy scores: CSS=5.89, Synergy_ZIP=-2.00, Synergy_Bliss=3.22, Synergy_Loewe=-7.30, Synergy_HSA=-1.52. (5) Drug 1: CCC1(CC2CC(C3=C(CCN(C2)C1)C4=CC=CC=C4N3)(C5=C(C=C6C(=C5)C78CCN9C7C(C=CC9)(C(C(C8N6C)(C(=O)OC)O)OC(=O)C)CC)OC)C(=O)OC)O.OS(=O)(=O)O. Drug 2: COC1=NC(=NC2=C1N=CN2C3C(C(C(O3)CO)O)O)N. Cell line: SK-OV-3. Synergy scores: CSS=-4.83, Synergy_ZIP=2.30, Synergy_Bliss=0.880, Synergy_Loewe=-2.82, Synergy_HSA=-2.52. (6) Drug 1: CC1=C(C=C(C=C1)NC(=O)C2=CC=C(C=C2)CN3CCN(CC3)C)NC4=NC=CC(=N4)C5=CN=CC=C5. Drug 2: C1=CN(C=N1)CC(O)(P(=O)(O)O)P(=O)(O)O. Cell line: SF-268. Synergy scores: CSS=-7.92, Synergy_ZIP=2.39, Synergy_Bliss=-0.593, Synergy_Loewe=-7.55, Synergy_HSA=-5.78. (7) Drug 1: CC1=C(C=C(C=C1)NC2=NC=CC(=N2)N(C)C3=CC4=NN(C(=C4C=C3)C)C)S(=O)(=O)N.Cl. Drug 2: CC1=C(C(CCC1)(C)C)C=CC(=CC=CC(=CC(=O)O)C)C. Cell line: HT29. Synergy scores: CSS=7.61, Synergy_ZIP=-2.59, Synergy_Bliss=3.61, Synergy_Loewe=1.15, Synergy_HSA=1.23.